Dataset: Catalyst prediction with 721,799 reactions and 888 catalyst types from USPTO. Task: Predict which catalyst facilitates the given reaction. Reactant: [N+:1]([C:4]1[CH:9]=[C:8]([NH2:10])[CH:7]=[CH:6][C:5]=1[NH2:11])([O-:3])=[O:2].CO[CH:14]1[CH2:18][CH2:17][CH:16](OC)O1. Product: [N+:1]([C:4]1[CH:9]=[C:8]([N:10]2[CH:14]=[CH:18][CH:17]=[CH:16]2)[CH:7]=[CH:6][C:5]=1[NH2:11])([O-:3])=[O:2]. The catalyst class is: 52.